The task is: Predict the product of the given reaction.. This data is from Forward reaction prediction with 1.9M reactions from USPTO patents (1976-2016). (1) Given the reactants [CH3:1][N:2]([C@H:29]1[C:38]2[C:33](=[CH:34][CH:35]=[CH:36][CH:37]=2)[CH2:32][CH2:31][CH2:30]1)[C:3]([C:5]1[N:6]=[C:7]([CH:10]2[CH2:15][CH2:14][N:13]([C:16](=[O:28])[CH2:17][N:18]3[C:22]([CH3:23])=[CH:21][C:20]([C:24]([F:27])([F:26])[F:25])=[N:19]3)[CH2:12][CH2:11]2)[S:8][CH:9]=1)=O.COC1C=CC(P2(=S)SP(=S)(C3C=CC(OC)=CC=3)[S:48]2)=CC=1, predict the reaction product. The product is: [CH3:1][N:2]([C@H:29]1[C:38]2[C:33](=[CH:34][CH:35]=[CH:36][CH:37]=2)[CH2:32][CH2:31][CH2:30]1)[C:3]([C:5]1[N:6]=[C:7]([CH:10]2[CH2:15][CH2:14][N:13]([C:16](=[O:28])[CH2:17][N:18]3[C:22]([CH3:23])=[CH:21][C:20]([C:24]([F:27])([F:26])[F:25])=[N:19]3)[CH2:12][CH2:11]2)[S:8][CH:9]=1)=[S:48]. (2) Given the reactants [Cl:1][C:2]1[CH:10]=[CH:9][CH:8]=[C:7]2[C:3]=1[C:4]([C:15]([OH:17])=O)=[CH:5][N:6]2[CH:11]1[CH2:14][O:13][CH2:12]1.[F:18][C:19]1([F:27])[CH2:24][CH2:23][CH2:22][CH:21]([CH2:25][NH2:26])[CH2:20]1.Cl.[CH3:29][N:30]([CH3:39])[CH2:31]CCN=C=NCC.N1([OH:49])C2C=CC=CC=2N=N1.CCN(C(C)C)C(C)C, predict the reaction product. The product is: [Cl:1][C:2]1[CH:10]=[CH:9][CH:8]=[C:7]2[C:3]=1[C:4]([C:15]([NH:26][CH2:25][CH:21]1[CH2:22][CH2:23][CH2:24][C:19]([F:27])([F:18])[CH2:20]1)=[O:17])=[CH:5][N:6]2[CH:11]1[CH2:12][O:13][CH2:14]1.[CH3:39][N:30]([CH:31]=[O:49])[CH3:29]. (3) Given the reactants Br[C:2]1[C:3]([CH3:9])=[N:4][C:5]([CH3:8])=[CH:6][CH:7]=1.[CH3:10][C:11]1([CH3:27])[C:15]([CH3:17])([CH3:16])[O:14][B:13]([B:13]2[O:14][C:15]([CH3:17])([CH3:16])[C:11]([CH3:27])([CH3:10])[O:12]2)[O:12]1.C([O-])(=O)C.[K+].C1(P(C2CCCCC2)C2C=CC=CC=2C2C(OC)=CC=CC=2OC)CCCCC1, predict the reaction product. The product is: [CH3:9][C:3]1[C:2]([B:13]2[O:14][C:15]([CH3:17])([CH3:16])[C:11]([CH3:27])([CH3:10])[O:12]2)=[CH:7][CH:6]=[C:5]([CH3:8])[N:4]=1. (4) The product is: [CH3:2][C:3]1([CH3:27])[CH2:12][CH2:11][C:10]([CH3:13])([CH3:14])[C:9]2[CH:8]=[C:7]([C:15]3[N:16]=[C:17]([N:20]4[CH2:25][CH2:24][CH:23]([NH:26][CH2:33][CH2:32][CH2:31][CH2:30][CH2:29][OH:28])[CH2:22][CH2:21]4)[S:18][CH:19]=3)[CH:6]=[CH:5][C:4]1=2. Given the reactants Cl.[CH3:2][C:3]1([CH3:27])[CH2:12][CH2:11][C:10]([CH3:14])([CH3:13])[C:9]2[CH:8]=[C:7]([C:15]3[N:16]=[C:17]([N:20]4[CH2:25][CH2:24][CH:23]([NH2:26])[CH2:22][CH2:21]4)[S:18][CH:19]=3)[CH:6]=[CH:5][C:4]1=2.[OH:28][CH2:29][CH2:30][CH2:31][CH2:32][CH:33]=O, predict the reaction product. (5) Given the reactants [NH2:1][CH2:2][CH2:3][S:4][S:5][CH2:6][CH2:7][NH2:8].[OH-:9].[Na+].[CH3:11][C:12]([O:15][C:16](O[C:16]([O:15][C:12]([CH3:14])([CH3:13])[CH3:11])=[O:17])=[O:17])([CH3:14])[CH3:13], predict the reaction product. The product is: [C:12]([O:15][C:16](=[O:17])[NH:1][CH2:2][CH2:3][S:4][S:5][CH2:6][CH2:7][NH:8][C:16]([O:15][C:12]([CH3:14])([CH3:13])[CH3:11])=[O:9])([CH3:14])([CH3:13])[CH3:11]. (6) Given the reactants [C:1]1(=[N:13][OH:14])[CH2:12][CH2:11][CH2:10][CH2:9][CH2:8][CH2:7][CH2:6][CH2:5][CH2:4][CH2:3][CH2:2]1.[N:15]1[C:22](Cl)=[N:21][C:19](Cl)=[N:18][C:16]=1Cl, predict the reaction product. The product is: [C:1]1(=[N:13][O:14][C:16]2[N:18]=[C:19]([O:14][N:13]=[C:1]3[CH2:12][CH2:11][CH2:10][CH2:9][CH2:8][CH2:7][CH2:6][CH2:5][CH2:4][CH2:3][CH2:2]3)[N:21]=[C:22]([O:14][N:13]=[C:1]3[CH2:12][CH2:11][CH2:10][CH2:9][CH2:8][CH2:7][CH2:6][CH2:5][CH2:4][CH2:3][CH2:2]3)[N:15]=2)[CH2:12][CH2:11][CH2:10][CH2:9][CH2:8][CH2:7][CH2:6][CH2:5][CH2:4][CH2:3][CH2:2]1. (7) Given the reactants [CH3:1][O:2][C:3]1[CH:8]=[CH:7][C:6]([NH2:9])=[C:5]([CH:10]2[CH2:15][C:14]([CH3:17])([CH3:16])[CH2:13][C:12]([CH3:19])([CH3:18])[CH2:11]2)[CH:4]=1.Cl.Cl[CH2:22][CH2:23][NH:24][CH2:25][CH2:26]Cl.C(=O)([O-])O.[Na+], predict the reaction product. The product is: [CH3:1][O:2][C:3]1[CH:8]=[CH:7][C:6]([N:9]2[CH2:26][CH2:25][NH:24][CH2:23][CH2:22]2)=[C:5]([CH:10]2[CH2:15][C:14]([CH3:17])([CH3:16])[CH2:13][C:12]([CH3:19])([CH3:18])[CH2:11]2)[CH:4]=1. (8) Given the reactants [Br:1][C:2]1[CH:14]=[C:13]([C:15]([NH2:17])=[O:16])[C:12]2[C:11]3[C:6](=[CH:7][CH:8]=[C:9]([C:18]([N:20]4[CH2:25][CH2:24][O:23][CH2:22][CH2:21]4)=[O:19])[CH:10]=3)[NH:5][C:4]=2[CH:3]=1.Cl[CH2:27][C:28]1[CH:33]=[CH:32][C:31]([F:34])=[CH:30][CH:29]=1.C1OCCOCCOCCOCCOCCOC1.C([O-])([O-])=O.[K+].[K+], predict the reaction product. The product is: [Br:1][C:2]1[CH:14]=[C:13]([C:15]([NH2:17])=[O:16])[C:12]2[C:11]3[C:6](=[CH:7][CH:8]=[C:9]([C:18]([N:20]4[CH2:21][CH2:22][O:23][CH2:24][CH2:25]4)=[O:19])[CH:10]=3)[N:5]([CH2:27][C:28]3[CH:33]=[CH:32][C:31]([F:34])=[CH:30][CH:29]=3)[C:4]=2[CH:3]=1.